Binary Classification. Given a T-cell receptor sequence (or CDR3 region) and an epitope sequence, predict whether binding occurs between them. From a dataset of TCR-epitope binding with 47,182 pairs between 192 epitopes and 23,139 TCRs. (1) The epitope is FRYMNSQGL. The TCR CDR3 sequence is CASSPRDRRETQYF. Result: 0 (the TCR does not bind to the epitope). (2) The epitope is FLNRFTTTL. The TCR CDR3 sequence is CASSQSGSNQPQHF. Result: 1 (the TCR binds to the epitope). (3) The epitope is TPINLVRDL. The TCR CDR3 sequence is CSVEDSEESTDTQYF. Result: 1 (the TCR binds to the epitope). (4) The epitope is LLMPILTLT. The TCR CDR3 sequence is CASSDTQGVADTQYF. Result: 0 (the TCR does not bind to the epitope). (5) The epitope is GLCTLVAML. The TCR CDR3 sequence is CASSDHLVAGANYGYTF. Result: 0 (the TCR does not bind to the epitope). (6) The epitope is KLGGALQAK. The TCR CDR3 sequence is CASSQDQSDAILAKNIQYF. Result: 1 (the TCR binds to the epitope). (7) The epitope is KLNVGDYFV. The TCR CDR3 sequence is CASRGASGRDTQYF. Result: 1 (the TCR binds to the epitope). (8) The epitope is SEVGPEHSLAEY. The TCR CDR3 sequence is CASSLSGATDTQYF. Result: 1 (the TCR binds to the epitope). (9) The epitope is IPIQASLPF. The TCR CDR3 sequence is CASGDRVIGDQPQHF. Result: 0 (the TCR does not bind to the epitope). (10) The epitope is FLNGSCGSV. The TCR CDR3 sequence is CASHSSTSGMYNEQFF. Result: 1 (the TCR binds to the epitope).